From a dataset of Forward reaction prediction with 1.9M reactions from USPTO patents (1976-2016). Predict the product of the given reaction. (1) Given the reactants Cl[C:2]1[N:7]=[C:6]2[N:8]([CH3:11])[N:9]=[CH:10][C:5]2=[C:4]([C:12]([O:14][CH2:15][CH3:16])=[O:13])[N:3]=1.[Br:17][C:18]1[CH:19]=[C:20](B(O)O)[CH:21]=[CH:22][CH:23]=1, predict the reaction product. The product is: [Br:17][C:18]1[CH:23]=[C:22]([C:2]2[N:7]=[C:6]3[N:8]([CH3:11])[N:9]=[CH:10][C:5]3=[C:4]([C:12]([O:14][CH2:15][CH3:16])=[O:13])[N:3]=2)[CH:21]=[CH:20][CH:19]=1. (2) Given the reactants [CH3:1][N:2]1[C:10]2[C:5](=[C:6]([C:11]3[CH:20]=[CH:19][C:14]([O:15][CH2:16][C:17]#[N:18])=[CH:13][CH:12]=3)[CH:7]=[CH:8][CH:9]=2)[C:4]([CH3:21])=[C:3]1[C:22]1[CH:27]=[CH:26][CH:25]=[CH:24][CH:23]=1.[N-:28]=[N+:29]=[N-:30].[Na+].[NH4+].[Cl-], predict the reaction product. The product is: [CH3:1][N:2]1[C:10]2[C:5](=[C:6]([C:11]3[CH:20]=[CH:19][C:14]([O:15][CH2:16][C:17]4[NH:30][N:29]=[N:28][N:18]=4)=[CH:13][CH:12]=3)[CH:7]=[CH:8][CH:9]=2)[C:4]([CH3:21])=[C:3]1[C:22]1[CH:27]=[CH:26][CH:25]=[CH:24][CH:23]=1. (3) Given the reactants C1(NC2CCCCC2)CCCCC1.[C:14]([O:18][C:19]([NH:21][C@H:22]([CH2:26][CH:27]=[CH2:28])[C:23]([OH:25])=O)=[O:20])([CH3:17])([CH3:16])[CH3:15].[CH3:29][NH:30][C@@H:31]([CH3:40])[C@H:32]([C:34]1[CH:39]=[CH:38][CH:37]=[CH:36][CH:35]=1)[OH:33], predict the reaction product. The product is: [OH:33][C@@H:32]([C:34]1[CH:39]=[CH:38][CH:37]=[CH:36][CH:35]=1)[C@@H:31]([N:30]([CH3:29])[C:23](=[O:25])[C@H:22]([NH:21][C:19](=[O:20])[O:18][C:14]([CH3:15])([CH3:16])[CH3:17])[CH2:26][CH:27]=[CH2:28])[CH3:40]. (4) Given the reactants [F:1][C:2]([F:31])([F:30])[CH2:3][NH:4][C:5]([C:7]1([CH2:20][CH2:21][CH2:22][CH2:23][N:24]2[CH2:29][CH2:28][NH:27][CH2:26][CH2:25]2)[C:19]2[CH:18]=[CH:17][CH:16]=[CH:15][C:14]=2[C:13]2[C:8]1=[CH:9][CH:10]=[CH:11][CH:12]=2)=[O:6].[CH3:32][C:33]([N:44]=[C:45]=[O:46])([CH3:43])[C:34]1[CH:39]=[CH:38][CH:37]=[C:36]([C:40]([CH3:42])=[CH2:41])[CH:35]=1, predict the reaction product. The product is: [F:31][C:2]([F:30])([F:1])[CH2:3][NH:4][C:5]([C:7]1([CH2:20][CH2:21][CH2:22][CH2:23][N:24]2[CH2:25][CH2:26][N:27]([C:45](=[O:46])[NH:44][C:33]([CH3:43])([CH3:32])[C:34]3[CH:39]=[CH:38][CH:37]=[C:36]([C:40]([CH3:42])=[CH2:41])[CH:35]=3)[CH2:28][CH2:29]2)[C:8]2[CH:9]=[CH:10][CH:11]=[CH:12][C:13]=2[C:14]2[C:19]1=[CH:18][CH:17]=[CH:16][CH:15]=2)=[O:6]. (5) Given the reactants [C-:1]1(CN)[CH:5]=[CH:4][CH:3]=[CH:2]1.[CH-:8]1[CH:12]=[CH:11][CH:10]=[CH:9]1.[Fe+2:13].CC[N:16](CC)CC.[F:21][C:22]([F:34])([F:33])[S:23][C:24]1[CH:32]=[CH:31][C:27]([C:28](Cl)=[O:29])=[CH:26][CH:25]=1, predict the reaction product. The product is: [C-:1]1([NH:16][C:28](=[O:29])[C:27]2[CH:31]=[CH:32][C:24]([S:23][C:22]([F:34])([F:33])[F:21])=[CH:25][CH:26]=2)[CH:2]=[CH:3][CH:4]=[CH:5]1.[CH-:8]1[CH:12]=[CH:11][CH:10]=[CH:9]1.[Fe+2:13]. (6) Given the reactants C(OC([N:8](C(OC(C)(C)C)=O)[C:9]1[S:10][C:11]([C:14]2[CH:15]=[C:16]([C:28]3[CH:33]=[CH:32][CH:31]=[CH:30][CH:29]=3)[C:17]3[N:18]([CH:20]=[C:21]([C:23]([O:25][CH2:26][CH3:27])=[O:24])[N:22]=3)[CH:19]=2)=[CH:12][N:13]=1)=O)(C)(C)C, predict the reaction product. The product is: [NH2:8][C:9]1[S:10][C:11]([C:14]2[CH:15]=[C:16]([C:28]3[CH:33]=[CH:32][CH:31]=[CH:30][CH:29]=3)[C:17]3[N:18]([CH:20]=[C:21]([C:23]([O:25][CH2:26][CH3:27])=[O:24])[N:22]=3)[CH:19]=2)=[CH:12][N:13]=1. (7) Given the reactants [C:1](O)(=[O:17])[CH2:2][CH2:3][CH2:4][CH2:5][CH2:6][CH2:7][CH2:8][CH2:9][CH2:10][CH2:11][CH2:12][CH2:13][CH2:14][CH2:15][CH3:16].[CH3:19][CH2:20][CH2:21][CH2:22][CH2:23][CH2:24][CH2:25][CH2:26][CH2:27][CH2:28][CH2:29][CH2:30][CH2:31]/[CH:32]=[CH:33]/[C@@H:34]([OH:39])[C@@H:35]([NH2:38])[CH2:36][OH:37].F[P-](F)(F)(F)(F)F.N1(OC(N(C)C)=[N+](C)C)C2C=CC=CC=2N=N1.C(O)(=O)CC(CC(O)=O)(C(O)=O)O, predict the reaction product. The product is: [CH3:16][CH2:15][CH2:14][CH2:13][CH2:12][CH2:11][CH2:10][CH2:9][CH2:8][CH2:7][CH2:6][CH2:5][CH2:4][CH2:3][CH2:2][C:1]([NH:38][C@H:35]([C@H:34]([OH:39])/[CH:33]=[CH:32]/[CH2:31][CH2:30][CH2:29][CH2:28][CH2:27][CH2:26][CH2:25][CH2:24][CH2:23][CH2:22][CH2:21][CH2:20][CH3:19])[CH2:36][OH:37])=[O:17].